This data is from TCR-epitope binding with 47,182 pairs between 192 epitopes and 23,139 TCRs. The task is: Binary Classification. Given a T-cell receptor sequence (or CDR3 region) and an epitope sequence, predict whether binding occurs between them. (1) Result: 1 (the TCR binds to the epitope). The TCR CDR3 sequence is CASSPGTSGTDTQYF. The epitope is GTITSGWTF. (2) The epitope is TTLPVNVAF. The TCR CDR3 sequence is CASSLDWGYTEAFF. Result: 0 (the TCR does not bind to the epitope). (3) The epitope is GILGFVFTL. The TCR CDR3 sequence is CASSQDSGGITDTQYF. Result: 0 (the TCR does not bind to the epitope). (4) The epitope is VLAWLYAAV. The TCR CDR3 sequence is CASSLVGDYSYNEQFF. Result: 1 (the TCR binds to the epitope). (5) The epitope is LLWNGPMAV. The TCR CDR3 sequence is CASSTGTVSYEQYF. Result: 1 (the TCR binds to the epitope). (6) The epitope is IQYIDIGNY. The TCR CDR3 sequence is CSVVETVGETQYF. Result: 0 (the TCR does not bind to the epitope). (7) The TCR CDR3 sequence is CASSLPRTGGWDTQYF. Result: 0 (the TCR does not bind to the epitope). The epitope is WICLLQFAY.